This data is from Forward reaction prediction with 1.9M reactions from USPTO patents (1976-2016). The task is: Predict the product of the given reaction. (1) Given the reactants [Br:1][C:2]1[CH:3]=[CH:4][C:5]([OH:10])=[C:6]([CH:9]=1)[CH:7]=[O:8].C(=O)([O-])[O-].[K+].[K+].[CH2:17](Br)[C:18]1[CH:23]=[CH:22][CH:21]=[CH:20][CH:19]=1.O, predict the reaction product. The product is: [CH2:17]([O:10][C:5]1[CH:4]=[CH:3][C:2]([Br:1])=[CH:9][C:6]=1[CH:7]=[O:8])[C:18]1[CH:23]=[CH:22][CH:21]=[CH:20][CH:19]=1. (2) Given the reactants CC1(C)C(C)(C)OB([C:9]2[CH:14]=[CH:13][C:12]([C:15]3([NH:18][C:19](=[O:29])[O:20][C@H:21]4[CH:26]5[CH2:27][CH2:28][N:23]([CH2:24][CH2:25]5)[CH2:22]4)[CH2:17][CH2:16]3)=[CH:11][CH:10]=2)O1.Br[C:32]1[CH:37]=[CH:36][C:35]([F:38])=[CH:34][N:33]=1, predict the reaction product. The product is: [F:38][C:35]1[CH:36]=[CH:37][C:32]([C:9]2[CH:14]=[CH:13][C:12]([C:15]3([NH:18][C:19](=[O:29])[O:20][C@H:21]4[CH:26]5[CH2:27][CH2:28][N:23]([CH2:24][CH2:25]5)[CH2:22]4)[CH2:16][CH2:17]3)=[CH:11][CH:10]=2)=[N:33][CH:34]=1.